From a dataset of Forward reaction prediction with 1.9M reactions from USPTO patents (1976-2016). Predict the product of the given reaction. (1) Given the reactants [H-].[Na+].[C:3]([O:10][CH3:11])(=[O:9])[CH2:4][C:5]([O:7][CH3:8])=[O:6].Br[C:13]1[CH:18]=[CH:17][C:16]([N+:19]([O-:21])=[O:20])=[CH:15][C:14]=1[F:22], predict the reaction product. The product is: [F:22][C:14]1[CH:15]=[C:16]([N+:19]([O-:21])=[O:20])[CH:17]=[CH:18][C:13]=1[CH:4]([C:3]([O:10][CH3:11])=[O:9])[C:5]([O:7][CH3:8])=[O:6]. (2) Given the reactants F[C:2]1[CH:7]=[C:6]([F:8])[CH:5]=[C:4]([F:9])[C:3]=1[N+:10]([O-:12])=[O:11].C([O-])([O-])=O.[K+].[K+].CS(C)=O.[NH:23]1[CH2:28][CH2:27][O:26][CH2:25][CH2:24]1, predict the reaction product. The product is: [F:9][C:4]1[C:3]([N+:10]([O-:12])=[O:11])=[C:2]([N:23]2[CH2:28][CH2:27][O:26][CH2:25][CH2:24]2)[CH:7]=[C:6]([F:8])[CH:5]=1. (3) Given the reactants [F:1][C:2]1[CH:7]=[CH:6][C:5]([O:8][CH3:9])=[CH:4][C:3]=1[C:10]1[N:11]=[CH:12][C:13]([C:19](OC)=[O:20])=[N:14][C:15]=1[CH:16]([CH3:18])[CH3:17].[H-].[H-].[H-].[H-].[Li+].[Al+3], predict the reaction product. The product is: [F:1][C:2]1[CH:7]=[CH:6][C:5]([O:8][CH3:9])=[CH:4][C:3]=1[C:10]1[N:11]=[CH:12][C:13]([CH2:19][OH:20])=[N:14][C:15]=1[CH:16]([CH3:17])[CH3:18]. (4) Given the reactants [OH-].[Na+].[OH:3][C:4]1[CH:9]=[CH:8][C:7](O)=[C:6]([OH:11])[C:5]=1[OH:12], predict the reaction product. The product is: [C:4]1([CH:9]=[CH:8][CH:7]=[C:6]([OH:11])[C:5]=1[OH:12])[OH:3]. (5) Given the reactants OC(CCCC)C(N)=O.[Na].[CH2:11]([CH:15]1[O:19][C:18](=[O:20])[NH:17][C:16]1=[O:21])[CH2:12][CH2:13][CH3:14], predict the reaction product. The product is: [CH2:11]([CH:15]1[O:19][C:18](=[O:20])[NH:17][C:16]1=[O:21])[CH2:12][CH2:13][CH3:14]. (6) Given the reactants Br[C:2]1[C:7]([N:8]2[N:12]=[CH:11][CH:10]=[N:9]2)=[CH:6][CH:5]=[C:4](C)[N:3]=1.[C:14]([O-])([O-])=O.[K+].[K+].[N:20]1N[N:22]=[CH:23][CH:24]=1.[CH3:25][N:26](C=O)C, predict the reaction product. The product is: [CH3:25][C:5]1[CH:6]=[C:7]([N:8]2[N:9]=[CH:10][CH:11]=[N:12]2)[C:2]([C:24]#[N:20])=[N:3][CH:4]=1.[CH3:14][C:5]1[CH:6]=[C:7]([N:8]2[CH:24]=[CH:23][N:22]=[N:12]2)[C:2]([C:25]#[N:26])=[N:3][CH:4]=1. (7) Given the reactants [Br:1][C:2]1[S:10][C:9]2[C:4](=[N:5][CH:6]=[CH:7][C:8]=2[O:11][C:12]2[CH:17]=[CH:16][C:15]([N+:18]([O-])=O)=[CH:14][C:13]=2[F:21])[CH:3]=1.[NH4+].[Cl-].O, predict the reaction product. The product is: [Br:1][C:2]1[S:10][C:9]2[C:4](=[N:5][CH:6]=[CH:7][C:8]=2[O:11][C:12]2[CH:17]=[CH:16][C:15]([NH2:18])=[CH:14][C:13]=2[F:21])[CH:3]=1. (8) Given the reactants [C:1]1([CH:7]2[O:12][CH2:11][CH2:10][NH:9][CH2:8]2)[CH:6]=[CH:5][CH:4]=[CH:3][CH:2]=1.[CH2:13]([O:20][C:21]1[CH:26]=[CH:25][C:24](Br)=[CH:23][CH:22]=1)[C:14]1[CH:19]=[CH:18][CH:17]=[CH:16][CH:15]=1, predict the reaction product. The product is: [CH2:13]([O:20][C:21]1[CH:26]=[CH:25][C:24]([N:9]2[CH2:10][CH2:11][O:12][CH:7]([C:1]3[CH:2]=[CH:3][CH:4]=[CH:5][CH:6]=3)[CH2:8]2)=[CH:23][CH:22]=1)[C:14]1[CH:19]=[CH:18][CH:17]=[CH:16][CH:15]=1.